From a dataset of Full USPTO retrosynthesis dataset with 1.9M reactions from patents (1976-2016). Predict the reactants needed to synthesize the given product. (1) Given the product [O:1]1[C:5]2[CH:6]=[CH:7][C:8]([CH:10]=[N:36][C:18]([O:17][Si:16]([CH3:31])([CH3:30])[CH3:12])=[CH2:19])=[CH:9][C:4]=2[CH:3]=[CH:2]1, predict the reactants needed to synthesize it. The reactants are: [O:1]1[C:5]2[CH:6]=[CH:7][C:8]([CH:10]=O)=[CH:9][C:4]=2[CH:3]=[CH:2]1.[C:12]([Si:16]([CH3:31])([CH3:30])[O:17][CH2:18][CH2:19]OC1C=CC(I)=CC=1C=O)(C)(C)C.C[Si]([NH:36][Si](C)(C)C)(C)C.C([Li])CCC.C[Si](Cl)(C)C.C(N(CC)CC)C.C(Cl)(=O)C. (2) Given the product [ClH:1].[CH3:22][N:23]([CH3:38])[CH2:24][CH2:25][N:26]([CH3:37])[C:27]1[S:28][C:29]2[CH:35]=[C:34]([NH:36][C:19]([C:16]3[CH:17]=[CH:18][C:13]([C:3]4[CH:4]=[CH:5][C:6]([O:8][C:9]([F:11])([F:12])[F:10])=[CH:7][C:2]=4[Cl:1])=[CH:14][CH:15]=3)=[O:20])[CH:33]=[CH:32][C:30]=2[N:31]=1.[CH3:22][N:23]([CH3:38])[CH2:24][CH2:25][N:26]([CH3:37])[C:27]1[S:28][C:29]2[CH:35]=[C:34]([NH:36][C:19]([C:16]3[CH:17]=[CH:18][C:13]([C:3]4[CH:4]=[CH:5][C:6]([O:8][C:9]([F:11])([F:12])[F:10])=[CH:7][C:2]=4[Cl:1])=[CH:14][CH:15]=3)=[O:20])[CH:33]=[CH:32][C:30]=2[N:31]=1, predict the reactants needed to synthesize it. The reactants are: [Cl:1][C:2]1[CH:7]=[C:6]([O:8][C:9]([F:12])([F:11])[F:10])[CH:5]=[CH:4][C:3]=1[C:13]1[CH:18]=[CH:17][C:16]([C:19](O)=[O:20])=[CH:15][CH:14]=1.[CH3:22][N:23]([CH3:38])[CH2:24][CH2:25][N:26]([CH3:37])[C:27]1[S:28][C:29]2[CH:35]=[C:34]([NH2:36])[CH:33]=[CH:32][C:30]=2[N:31]=1.